Task: Predict the product of the given reaction.. Dataset: Forward reaction prediction with 1.9M reactions from USPTO patents (1976-2016) Given the reactants [C:1]([O:5][C:6]([N:8]1[CH2:13][CH2:12][N:11]([C:14]([O:16][C:17]([CH3:20])([CH3:19])[CH3:18])=[O:15])[CH2:10][CH:9]1[C:21]([OH:23])=O)=[O:7])([CH3:4])([CH3:3])[CH3:2].[F:24][C:25]1[CH:26]=[CH:27][C:28]([NH:31][NH2:32])=[N:29][CH:30]=1.CCN(CC)CC.C1C=CC2N(O)N=NC=2C=1.O.C(Cl)CCl, predict the reaction product. The product is: [C:1]([O:5][C:6]([N:8]1[CH2:13][CH2:12][N:11]([C:14]([O:16][C:17]([CH3:18])([CH3:20])[CH3:19])=[O:15])[CH2:10][CH:9]1[C:21]([NH:32][NH:31][C:28]1[CH:27]=[CH:26][C:25]([F:24])=[CH:30][N:29]=1)=[O:23])=[O:7])([CH3:4])([CH3:2])[CH3:3].